This data is from Catalyst prediction with 721,799 reactions and 888 catalyst types from USPTO. The task is: Predict which catalyst facilitates the given reaction. (1) Product: [CH:6]1([C:4]([N:3]([CH2:9][C:10]2[CH:15]=[C:14]([C:16]([F:17])([F:19])[F:18])[CH:13]=[CH:12][C:11]=2[C:20]2[C:21]([O:43][CH3:44])=[CH:22][CH:23]=[C:24]([C@@H:26]([CH3:42])[C:27]([OH:45])=[O:28])[CH:25]=2)[CH2:1][CH3:2])=[O:5])[CH2:8][CH2:7]1. Reactant: [CH2:1]([N:3]([CH2:9][C:10]1[CH:15]=[C:14]([C:16]([F:19])([F:18])[F:17])[CH:13]=[CH:12][C:11]=1[C:20]1[CH:25]=[C:24]([C@@H:26]([CH3:42])[C:27](N2[C@H](C)[C@H](C3C=CC=CC=3)OC2=O)=[O:28])[CH:23]=[CH:22][C:21]=1[O:43][CH3:44])[C:4]([CH:6]1[CH2:8][CH2:7]1)=[O:5])[CH3:2].[OH:45]O.[OH-].[Li+].Cl. The catalyst class is: 20. (2) Reactant: [CH3:1][C:2]1[CH:3]=[C:4]2[C:8](=[CH:9][CH:10]=1)[NH:7][C:6](=[O:11])[C:5]2=[O:12].I[C:14]1[CH:19]=[CH:18][CH:17]=[CH:16][CH:15]=1. Product: [CH3:1][C:2]1[CH:3]=[C:4]2[C:8](=[CH:9][CH:10]=1)[N:7]([C:14]1[CH:19]=[CH:18][CH:17]=[CH:16][CH:15]=1)[C:6](=[O:11])[C:5]2=[O:12]. The catalyst class is: 3. (3) Reactant: [C:1]([NH:24][CH2:25][CH2:26][NH:27][P:28](=O)([O:39]C1C=CC=CC=1)[O:29][C:30]1[CH:35]=[CH:34][C:33]([N+]([O-])=O)=[CH:32][CH:31]=1)(=[O:23])[CH2:2][CH2:3]/[CH:4]=[CH:5]\[CH2:6]/[CH:7]=[CH:8]\[CH2:9]/[CH:10]=[CH:11]\[CH2:12]/[CH:13]=[CH:14]\[CH2:15]/[CH:16]=[CH:17]\[CH2:18]/[CH:19]=[CH:20]\[CH2:21][CH3:22].C([Mg]Cl)(C)(C)C.[CH3:53][C:54]1[C:60](=[O:61])[NH:59][C:57](=[O:58])[N:56]([C@@H:62]2[O:66][C@H:65]([CH2:67][OH:68])[C@@H:64]([N:69]=[N+:70]=[N-:71])[CH2:63]2)[CH:55]=1. Product: [C:1]([NH:24][CH2:25][CH2:26][NH:27][P:28](=[O:39])([O:29][C:30]1[CH:35]=[CH:34][CH:33]=[CH:32][CH:31]=1)[O:68][CH2:67][C@@H:65]1[C@@H:64]([N:69]=[N+:70]=[N-:71])[CH2:63][C@@H:62]([N:56]2[CH:55]=[C:54]([CH3:53])[C:60](=[O:61])[NH:59][C:57]2=[O:58])[O:66]1)(=[O:23])[CH2:2][CH2:3]/[CH:4]=[CH:5]\[CH2:6]/[CH:7]=[CH:8]\[CH2:9]/[CH:10]=[CH:11]\[CH2:12]/[CH:13]=[CH:14]\[CH2:15]/[CH:16]=[CH:17]\[CH2:18]/[CH:19]=[CH:20]\[CH2:21][CH3:22]. The catalyst class is: 1. (4) Reactant: [NH2:1][CH2:2][N:3]1[CH2:8][CH:7]([C:9]([O:11][CH2:12][C:13]2[CH:18]=[CH:17][CH:16]=[CH:15][CH:14]=2)=[O:10])[CH:6]=[CH:5][O:4]1.[CH:19](=O)[C:20]1[CH:25]=[CH:24][CH:23]=[CH:22][CH:21]=1.[BH4-].[Na+].O. Product: [CH2:19]([NH:1][CH2:2][N:3]1[CH2:8][CH:7]([C:9]([O:11][CH2:12][C:13]2[CH:18]=[CH:17][CH:16]=[CH:15][CH:14]=2)=[O:10])[CH:6]=[CH:5][O:4]1)[C:20]1[CH:25]=[CH:24][CH:23]=[CH:22][CH:21]=1. The catalyst class is: 5. (5) Reactant: Br[C:2]1[CH2:3][C:4]2[C:9]([CH:10]=1)=[CH:8][CH:7]=[CH:6][C:5]=2[Cl:11].[CH:12]1([Mg]Br)[CH2:14][CH2:13]1.[NH4+].[Cl-]. Product: [Cl:11][C:5]1[CH:6]=[CH:7][CH:8]=[C:9]2[C:4]=1[CH2:3][C:2]([CH:12]1[CH2:14][CH2:13]1)=[CH:10]2. The catalyst class is: 1.